From a dataset of Reaction yield outcomes from USPTO patents with 853,638 reactions. Predict the reaction yield, written as a fraction of the theoretical maximum amount of product (1.0 means a 100% yield; for example, 0.34 means a 34% yield). (1) The reactants are [CH2:1]([N:8]1[C:12]([CH3:14])([CH3:13])[CH2:11][CH:10]([CH2:15][OH:16])[CH2:9]1)[C:2]1[CH:7]=[CH:6][CH:5]=[CH:4][CH:3]=1.C(N(CC)CC)C.[C:24]1([CH3:34])[CH:29]=[CH:28][C:27]([S:30](Cl)(=[O:32])=[O:31])=[CH:26][CH:25]=1.C(OCC)(=O)C.CCCCCC. The catalyst is ClCCl. The product is [CH3:34][C:24]1[CH:29]=[CH:28][C:27]([S:30]([O:16][CH2:15][CH:10]2[CH2:11][C:12]([CH3:13])([CH3:14])[N:8]([CH2:1][C:2]3[CH:7]=[CH:6][CH:5]=[CH:4][CH:3]=3)[CH2:9]2)(=[O:32])=[O:31])=[CH:26][CH:25]=1. The yield is 0.680. (2) The reactants are [Cl-].O[NH3+:3].[C:4](=[O:7])([O-])[OH:5].[Na+].CS(C)=O.[Si]([O:20][C:21]1([CH2:24][O:25][C@H:26]2[CH2:31][CH2:30][C@H:29]([N:32]3[C:37](=[O:38])[C:36]([CH2:39][C:40]4[CH:45]=[CH:44][C:43]([C:46]5[C:47]([C:52]#[N:53])=[CH:48][CH:49]=[CH:50][CH:51]=5)=[CH:42][CH:41]=4)=[C:35]([CH2:54][CH2:55][CH3:56])[N:34]4[N:57]=[CH:58][CH:59]=[C:33]34)[CH2:28][CH2:27]2)[CH2:23][CH2:22]1)(C(C)(C)C)(C)C. The catalyst is C(OCC)(=O)C. The product is [OH:20][C:21]1([CH2:24][O:25][C@H:26]2[CH2:31][CH2:30][C@H:29]([N:32]3[C:37](=[O:38])[C:36]([CH2:39][C:40]4[CH:45]=[CH:44][C:43]([C:46]5[CH:51]=[CH:50][CH:49]=[CH:48][C:47]=5[C:52]5[NH:53][C:4](=[O:7])[O:5][N:3]=5)=[CH:42][CH:41]=4)=[C:35]([CH2:54][CH2:55][CH3:56])[N:34]4[N:57]=[CH:58][CH:59]=[C:33]34)[CH2:28][CH2:27]2)[CH2:23][CH2:22]1. The yield is 0.440. (3) The reactants are [CH3:1][S:2][C:3]1[S:4][C:5]2[CH:11]=[C:10]([CH2:12]O)[CH:9]=[CH:8][C:6]=2[N:7]=1.CCN(C(C)C)C(C)C.CS([Cl:27])(=O)=O. The catalyst is C(Cl)Cl.CN(C=O)C. The product is [Cl:27][CH2:12][C:10]1[CH:9]=[CH:8][C:6]2[N:7]=[C:3]([S:2][CH3:1])[S:4][C:5]=2[CH:11]=1. The yield is 0.990. (4) The reactants are [O-]P([O-])([O-])=O.[K+].[K+].[K+].[CH2:9]([NH2:16])[C:10]1[CH:15]=[CH:14][CH:13]=[CH:12][CH:11]=1.I[C:18]1[CH:23]=[CH:22][CH:21]=[CH:20][C:19]=1[O:24][CH3:25].C(O)CO. The catalyst is [Cu]I.CCCCCC.C(OCC)(=O)C.C(O)CCC. The product is [CH3:25][O:24][C:19]1[CH:20]=[CH:21][CH:22]=[CH:23][C:18]=1[NH:16][CH2:9][C:10]1[CH:15]=[CH:14][CH:13]=[CH:12][CH:11]=1. The yield is 0.700. (5) The reactants are [C:1]([O:5][C:6]([NH:8][C:9]1([C:24]([OH:26])=O)[CH2:14][CH2:13][N:12]([C:15]2[C:16]3[CH:23]=[CH:22][NH:21][C:17]=3[N:18]=[CH:19][N:20]=2)[CH2:11][CH2:10]1)=[O:7])([CH3:4])([CH3:3])[CH3:2].C(N(CC)C(C)C)(C)C.[NH2:36][CH:37]([C:42]1[CH:47]=[CH:46][C:45]([Cl:48])=[CH:44][CH:43]=1)[CH2:38][C:39]([NH2:41])=[O:40]. The catalyst is CN(C=O)C. The product is [NH2:41][C:39](=[O:40])[CH2:38][CH:37]([NH:36][C:24]([C:9]1([NH:8][C:6](=[O:7])[O:5][C:1]([CH3:3])([CH3:4])[CH3:2])[CH2:10][CH2:11][N:12]([C:15]2[C:16]3[CH:23]=[CH:22][NH:21][C:17]=3[N:18]=[CH:19][N:20]=2)[CH2:13][CH2:14]1)=[O:26])[C:42]1[CH:47]=[CH:46][C:45]([Cl:48])=[CH:44][CH:43]=1. The yield is 1.00. (6) The reactants are [C:1]([O:9][CH3:10])(=[O:8])[C:2]1[CH:7]=[CH:6][CH:5]=[CH:4][CH:3]=1.[NH:11]1[CH2:16][CH2:15]C(O)[CH2:13][CH2:12]1.C(OC(C)C)(C)C.O1CCOCC1. No catalyst specified. The product is [C:1]([O:9][CH:10]1[CH2:15][CH2:16][NH:11][CH2:12][CH2:13]1)(=[O:8])[C:2]1[CH:7]=[CH:6][CH:5]=[CH:4][CH:3]=1. The yield is 0.650. (7) The reactants are [O:1]1[C:5]2[CH:6]=[CH:7][C:8]([S:10]([N:13]([CH2:42][CH:43]([CH3:45])[CH3:44])[CH2:14][C@@H:15]([OH:41])[C@@H:16]([NH:29][C:30](=[O:40])[O:31][C@@H:32]3[C@H:39]4[C@H:35]([O:36][CH2:37][CH2:38]4)[O:34][CH2:33]3)[CH2:17][C:18]3[CH:23]=[CH:22][C:21]([O:24][CH2:25][CH2:26][CH2:27]I)=[CH:20][CH:19]=3)(=[O:12])=[O:11])=[CH:9][C:4]=2[O:3][CH2:2]1.[S:46]1[CH2:50][CH2:49][NH:48][CH2:47]1.C(N(CC)C(C)C)(C)C. The catalyst is CN(C=O)C. The product is [O:1]1[C:5]2[CH:6]=[CH:7][C:8]([S:10]([N:13]([CH2:42][CH:43]([CH3:45])[CH3:44])[CH2:14][C@@H:15]([OH:41])[C@@H:16]([NH:29][C:30](=[O:40])[O:31][C@@H:32]3[C@H:39]4[C@H:35]([O:36][CH2:37][CH2:38]4)[O:34][CH2:33]3)[CH2:17][C:18]3[CH:23]=[CH:22][C:21]([O:24][CH2:25][CH2:26][CH2:27][N:48]4[CH2:49][CH2:50][S:46][CH2:47]4)=[CH:20][CH:19]=3)(=[O:12])=[O:11])=[CH:9][C:4]=2[O:3][CH2:2]1. The yield is 0.670.